Task: Predict the reactants needed to synthesize the given product.. Dataset: Full USPTO retrosynthesis dataset with 1.9M reactions from patents (1976-2016) (1) Given the product [CH3:42][O:41][CH2:40][CH2:39][O:38][CH2:37][CH2:36][N:33]1[CH2:32][CH2:31][N:30]([C:28]([C@:11]23[CH2:23][CH2:22][C@@H:21]([C:24]4([CH3:27])[CH2:26][CH2:25]4)[C@@H:12]2[C@@H:13]2[C@@:8]([CH3:43])([CH2:9][CH2:10]3)[C@@:7]3([CH3:44])[C@@H:16]([C@:17]4([CH3:20])[C@@H:4]([CH2:5][CH2:6]3)[C:3]([CH3:46])([CH3:45])[C@@H:2]([O:1][C:52](=[O:54])[CH2:53][C:48]([CH3:55])([CH3:47])[C:49]([OH:51])=[O:50])[CH2:19][CH2:18]4)[CH2:15][CH2:14]2)=[O:29])[CH2:35][CH2:34]1, predict the reactants needed to synthesize it. The reactants are: [OH:1][C@H:2]1[CH2:19][CH2:18][C@@:17]2([CH3:20])[C@@H:4]([CH2:5][CH2:6][C@:7]3([CH3:44])[C@@H:16]2[CH2:15][CH2:14][C@H:13]2[C@@:8]3([CH3:43])[CH2:9][CH2:10][C@@:11]3([C:28]([N:30]4[CH2:35][CH2:34][N:33]([CH2:36][CH2:37][O:38][CH2:39][CH2:40][O:41][CH3:42])[CH2:32][CH2:31]4)=[O:29])[CH2:23][CH2:22][C@@H:21]([C:24]4([CH3:27])[CH2:26][CH2:25]4)[C@@H:12]32)[C:3]1([CH3:46])[CH3:45].[CH3:47][C:48]1([CH3:55])[CH2:53][C:52](=[O:54])[O:51][C:49]1=[O:50].C1(C)C=CC=CC=1. (2) Given the product [C:1]1([S:7]([N:10]2[CH2:14][CH2:13][CH2:12][CH:11]2/[CH:15]=[CH:16]/[C:17]2[CH:22]=[CH:21][C:20]([N:23]3[S:27](=[O:29])(=[O:28])[NH:26][C:25](=[O:36])[CH2:24]3)=[C:19]([O:37][CH2:38][C:39]3[CH:44]=[CH:43][CH:42]=[CH:41][CH:40]=3)[CH:18]=2)(=[O:9])=[O:8])[CH:2]=[CH:3][CH:4]=[CH:5][CH:6]=1, predict the reactants needed to synthesize it. The reactants are: [C:1]1([S:7]([N:10]2[CH2:14][CH2:13][CH2:12][CH:11]2/[CH:15]=[CH:16]/[C:17]2[CH:22]=[CH:21][C:20]([N:23]3[S:27](=[O:29])(=[O:28])[N:26](CC[Si](C)(C)C)[C:25](=[O:36])[CH2:24]3)=[C:19]([O:37][CH2:38][C:39]3[CH:44]=[CH:43][CH:42]=[CH:41][CH:40]=3)[CH:18]=2)(=[O:9])=[O:8])[CH:6]=[CH:5][CH:4]=[CH:3][CH:2]=1.CCCC[N+](CCCC)(CCCC)CCCC.[F-].Cl. (3) Given the product [NH2:1][C:2]1[C:3]2[C:13]([O:14][CH2:15][C@H:16]3[CH2:21][CH2:20][CH2:19][N:18]([C:22](=[O:27])[CH2:23][CH:24]([CH3:25])[CH3:26])[CH2:17]3)=[CH:12][CH:11]=[CH:10][C:4]=2[N-:5][S:6](=[O:8])(=[O:9])[N:7]=1.[Na+:32], predict the reactants needed to synthesize it. The reactants are: [NH2:1][C:2]1[C:3]2[C:13]([O:14][CH2:15][C@H:16]3[CH2:21][CH2:20][CH2:19][N:18]([C:22](=[O:27])[CH2:23][CH:24]([CH3:26])[CH3:25])[CH2:17]3)=[CH:12][CH:11]=[CH:10][C:4]=2[NH:5][S:6](=[O:9])(=[O:8])[N:7]=1.C([O-])(O)=O.[Na+:32]. (4) The reactants are: Br[C:2]1[CH:3]=[N:4][C:5]([O:8][C@@H:9]2[CH:14]3[CH2:15][CH2:16][N:11]([CH2:12][CH2:13]3)[CH2:10]2)=[N:6][CH:7]=1.CC1(C)C(C)(C)OB([C:25]2[CH:30]=[CH:29][C:28]([NH:31][C:32](=[O:38])[O:33][C:34]([CH3:37])([CH3:36])[CH3:35])=[CH:27][CH:26]=2)O1. Given the product [N:11]12[CH2:16][CH2:15][CH:14]([CH2:13][CH2:12]1)[C@@H:9]([O:8][C:5]1[N:4]=[CH:3][C:2]([C:25]3[CH:26]=[CH:27][C:28]([NH:31][C:32](=[O:38])[O:33][C:34]([CH3:36])([CH3:35])[CH3:37])=[CH:29][CH:30]=3)=[CH:7][N:6]=1)[CH2:10]2, predict the reactants needed to synthesize it. (5) Given the product [Cl:31][C:32]1[CH:33]=[N:17][C:16]([C:15]2[CH:14]=[C:13]([CH:21]=[CH:20][CH:19]=2)[CH2:12][N:11]2[C:6](=[O:5])[CH:7]=[CH:8][C:9]([C:22]3[CH:23]=[C:24]([F:30])[C:25]([F:29])=[C:26]([F:28])[CH:27]=3)=[N:10]2)=[N:18][CH:35]=1, predict the reactants needed to synthesize it. The reactants are: C([O-])(=O)C.[O:5]=[C:6]1[N:11]([CH2:12][C:13]2[CH:14]=[C:15]([CH:19]=[CH:20][CH:21]=2)[C:16]([NH2:18])=[NH2+:17])[N:10]=[C:9]([C:22]2[CH:27]=[C:26]([F:28])[C:25]([F:29])=[C:24]([F:30])[CH:23]=2)[CH:8]=[CH:7]1.[Cl:31][CH:32]([CH:35]=O)[CH:33]=O. (6) Given the product [Cl:13][C:9]1[CH:8]=[CH:7][N:6]=[C:5]2[NH:1][CH:2]=[CH:3][C:4]=12, predict the reactants needed to synthesize it. The reactants are: [NH:1]1[C:5]2=[N+:6]([O-])[CH:7]=[CH:8][CH:9]=[C:4]2[CH:3]=[CH:2]1.O=P(Cl)(Cl)[Cl:13].[OH-].[Na+].